This data is from Catalyst prediction with 721,799 reactions and 888 catalyst types from USPTO. The task is: Predict which catalyst facilitates the given reaction. Reactant: [CH:1]([C:3]1[C:11]2[O:10][CH2:9][CH:8]([C:12]3[CH:17]=[CH:16][C:15]([CH:18]([CH3:20])[CH3:19])=[CH:14][CH:13]=3)[C:7]=2[C:6]([CH3:21])=[C:5]([NH:22][C:23](=[O:29])[CH2:24][C:25]([CH3:28])([CH3:27])[CH3:26])[C:4]=1[CH3:30])=[O:2].P([O-])(O)(O)=[O:32].[Na+].OO.Cl([O-])=O.[Na+].S([O-])(O)(=O)=O.[Na+].Cl. The catalyst class is: 47. Product: [CH3:26][C:25]([CH3:28])([CH3:27])[CH2:24][C:23]([NH:22][C:5]1[C:4]([CH3:30])=[C:3]([C:1]([OH:32])=[O:2])[C:11]2[O:10][CH2:9][CH:8]([C:12]3[CH:17]=[CH:16][C:15]([CH:18]([CH3:20])[CH3:19])=[CH:14][CH:13]=3)[C:7]=2[C:6]=1[CH3:21])=[O:29].